Dataset: Full USPTO retrosynthesis dataset with 1.9M reactions from patents (1976-2016). Task: Predict the reactants needed to synthesize the given product. (1) Given the product [CH3:35][CH2:29][CH2:30][CH2:32][CH2:20][CH2:21][CH2:22][CH2:23][CH2:24][CH2:19][CH2:18][CH2:16][N:9]1[CH2:3][CH:4]([CH3:8])[O:14][CH:12]([CH3:50])[CH2:10]1, predict the reactants needed to synthesize it. The reactants are: CC1C=CC=[C:4]([CH3:8])[C:3]=1[N:9]([C:16]([CH2:18][C:19]1[CH:24]=[CH:23][CH:22]=[CH:21][CH:20]=1)=O)[C@@H:10]([C:12]([O:14]C)=O)C.C[C@@H](NC([C@@H](NC(O)=O)C(C)C)=O)C1S[C:30]2[CH:32]=C(F)C=[CH:35][C:29]=2N=1.ClCl.[CH:50](=O)C=CC1C=CC=CC=1.CCCCNC(OCC#CI)=O.CC1ONC(=O)C=1. (2) Given the product [CH3:29][S:26]([CH2:25][C:22]1[CH:23]=[CH:24][C:19]([C:17]2[CH:18]=[C:13]3[CH2:12][CH:11]([CH:8]4[CH2:9][CH2:10][N:5]([C:3]5[N:4]=[C:31]([CH2:32][CH2:33][CH3:34])[O:1][N:2]=5)[CH2:6][CH2:7]4)[O:30][C:14]3=[CH:15][N:16]=2)=[CH:20][CH:21]=1)(=[O:28])=[O:27], predict the reactants needed to synthesize it. The reactants are: [OH:1][NH:2][C:3]([N:5]1[CH2:10][CH2:9][CH:8]([CH:11]2[O:30][C:14]3=[CH:15][N:16]=[C:17]([C:19]4[CH:24]=[CH:23][C:22]([CH2:25][S:26]([CH3:29])(=[O:28])=[O:27])=[CH:21][CH:20]=4)[CH:18]=[C:13]3[CH2:12]2)[CH2:7][CH2:6]1)=[NH:4].[C:31](Cl)(=O)[CH2:32][CH2:33][CH3:34]. (3) Given the product [F:10][C:11]1[CH:16]=[CH:15][C:14]([C:17]2[C:26]([CH:27]([F:7])[C:28]3[CH:33]=[CH:32][C:31]([C:34]([F:35])([F:37])[F:36])=[CH:30][CH:29]=3)=[C:25]([CH:39]([CH3:41])[CH3:40])[CH:24]=[C:23]3[C:18]=2[C:19](=[O:44])[CH2:20][C:21]([CH3:42])([CH3:43])[O:22]3)=[CH:13][CH:12]=1, predict the reactants needed to synthesize it. The reactants are: C(N(S(F)(F)[F:7])CC)C.[F:10][C:11]1[CH:16]=[CH:15][C:14]([C:17]2[C:26]([CH:27](O)[C:28]3[CH:33]=[CH:32][C:31]([C:34]([F:37])([F:36])[F:35])=[CH:30][CH:29]=3)=[C:25]([CH:39]([CH3:41])[CH3:40])[CH:24]=[C:23]3[C:18]=2[C:19](=[O:44])[CH2:20][C:21]([CH3:43])([CH3:42])[O:22]3)=[CH:13][CH:12]=1.O. (4) Given the product [C:1]([O:5][C:6]([NH:8][C@H:9]([C:23]([O:25][C:26]([CH3:29])([CH3:28])[CH3:27])=[O:24])[CH2:10][C@H:11]([CH2:19][CH2:20][CH2:21][O:22][S:43]([C:40]1[CH:41]=[CH:42][C:37]([CH3:47])=[CH:38][CH:39]=1)(=[O:45])=[O:44])[C:12]([O:14][C:15]([CH3:17])([CH3:18])[CH3:16])=[O:13])=[O:7])([CH3:2])([CH3:3])[CH3:4], predict the reactants needed to synthesize it. The reactants are: [C:1]([O:5][C:6]([NH:8][C@H:9]([C:23]([O:25][C:26]([CH3:29])([CH3:28])[CH3:27])=[O:24])[CH2:10][C@H:11]([CH2:19][CH2:20][CH2:21][OH:22])[C:12]([O:14][C:15]([CH3:18])([CH3:17])[CH3:16])=[O:13])=[O:7])([CH3:4])([CH3:3])[CH3:2].C(N(CC)CC)C.[C:37]1([CH3:47])[CH:42]=[CH:41][C:40]([S:43](Cl)(=[O:45])=[O:44])=[CH:39][CH:38]=1. (5) Given the product [C:4]([C:3]1[CH:12]=[CH:13][CH:14]=[CH:15][C:2]=1[NH:1][S:24]([C:19]1[CH:20]=[CH:21][C:22]([Cl:23])=[C:17]([Cl:16])[CH:18]=1)(=[O:26])=[O:25])(=[O:5])[C:6]1[CH:11]=[CH:10][CH:9]=[CH:8][CH:7]=1, predict the reactants needed to synthesize it. The reactants are: [NH2:1][C:2]1[CH:15]=[CH:14][CH:13]=[CH:12][C:3]=1[C:4]([C:6]1[CH:11]=[CH:10][CH:9]=[CH:8][CH:7]=1)=[O:5].[Cl:16][C:17]1[CH:18]=[C:19]([S:24](Cl)(=[O:26])=[O:25])[CH:20]=[CH:21][C:22]=1[Cl:23]. (6) Given the product [F:1][C:2]1[CH:3]=[C:4]([NH:22][C:23](=[O:35])[C:24]([NH:26][CH2:27][CH2:28][C:29]2[CH:30]=[CH:31][CH:32]=[CH:33][CH:34]=2)=[O:25])[CH:5]=[CH:6][C:7]=1[O:8][C:9]1[C:18]2[C:13](=[CH:14][C:15]([O:21][CH2:38][CH2:39][CH2:40][N:41]3[CH2:46][CH2:45][O:44][CH2:43][CH2:42]3)=[C:16]([O:19][CH3:20])[CH:17]=2)[N:12]=[CH:11][CH:10]=1, predict the reactants needed to synthesize it. The reactants are: [F:1][C:2]1[CH:3]=[C:4]([NH:22][C:23](=[O:35])[C:24]([NH:26][CH2:27][CH2:28][C:29]2[CH:34]=[CH:33][CH:32]=[CH:31][CH:30]=2)=[O:25])[CH:5]=[CH:6][C:7]=1[O:8][C:9]1[C:18]2[C:13](=[CH:14][C:15]([OH:21])=[C:16]([O:19][CH3:20])[CH:17]=2)[N:12]=[CH:11][CH:10]=1.Cl.Cl[CH2:38][CH2:39][CH2:40][N:41]1[CH2:46][CH2:45][O:44][CH2:43][CH2:42]1.C(=O)([O-])[O-].[K+].[K+]. (7) Given the product [F:34][CH:2]([F:1])[C:3]1[C:11]2[C:6](=[CH:7][C:8]([F:12])=[CH:9][CH:10]=2)[N:5]([S:13]([C:16]2[CH:21]=[CH:20][C:19]([O:22][CH2:23][C:24]([F:27])([F:26])[F:25])=[C:18]([N:28]3[CH2:33][CH2:32][N:31]([CH3:35])[CH2:30][CH2:29]3)[CH:17]=2)(=[O:14])=[O:15])[CH:4]=1, predict the reactants needed to synthesize it. The reactants are: [F:1][CH:2]([F:34])[C:3]1[C:11]2[C:6](=[CH:7][C:8]([F:12])=[CH:9][CH:10]=2)[N:5]([S:13]([C:16]2[CH:21]=[CH:20][C:19]([O:22][CH2:23][C:24]([F:27])([F:26])[F:25])=[C:18]([N:28]3[CH2:33][CH2:32][NH:31][CH2:30][CH2:29]3)[CH:17]=2)(=[O:15])=[O:14])[CH:4]=1.[C:35]([BH3-])#N.[Na+].C=O. (8) Given the product [Br:42][C:15]1[C:14](=[O:17])[N:13]([CH3:18])[C:12]2[CH2:19][CH:7]([O:6][Si:5]([C:1]([CH3:4])([CH3:3])[CH3:2])([CH3:41])[CH3:40])[CH2:8][C:9]3[C:23]([N:24]4[N:33]=[CH:32][C:31]5[C:26](=[C:27]([F:38])[CH:28]=[C:29]([C:34]([CH3:35])([CH3:37])[CH3:36])[CH:30]=5)[C:25]4=[O:39])=[CH:22][CH:21]=[CH:20][C:10]=3[C:11]=2[CH:16]=1, predict the reactants needed to synthesize it. The reactants are: [C:1]([Si:5]([CH3:41])([CH3:40])[O:6][CH:7]1[CH2:19][C:12]2[N:13]([CH3:18])[C:14](=[O:17])[CH:15]=[CH:16][C:11]=2[C:10]2[CH:20]=[CH:21][CH:22]=[C:23]([N:24]3[N:33]=[CH:32][C:31]4[C:26](=[C:27]([F:38])[CH:28]=[C:29]([C:34]([CH3:37])([CH3:36])[CH3:35])[CH:30]=4)[C:25]3=[O:39])[C:9]=2[CH2:8]1)([CH3:4])([CH3:3])[CH3:2].[BrH:42].N(OCCC(C)C)=O.C([O-])(O)=O.[Na+].O.